From a dataset of Full USPTO retrosynthesis dataset with 1.9M reactions from patents (1976-2016). Predict the reactants needed to synthesize the given product. Given the product [CH3:2][C:3]1([CH3:10])[C:7]([CH3:9])([CH3:8])[O:6][B:5]([CH2:12][C:13]2[CH:14]=[CH:15][C:16]([CH2:19][C:20]([F:21])([F:22])[F:23])=[CH:17][CH:18]=2)[O:4]1, predict the reactants needed to synthesize it. The reactants are: [Mg].[CH3:2][C:3]1([CH3:10])[C:7]([CH3:9])([CH3:8])[O:6][BH:5][O:4]1.Cl[CH2:12][C:13]1[CH:18]=[CH:17][C:16]([CH2:19][C:20]([F:23])([F:22])[F:21])=[CH:15][CH:14]=1.